This data is from Peptide-MHC class I binding affinity with 185,985 pairs from IEDB/IMGT. The task is: Regression. Given a peptide amino acid sequence and an MHC pseudo amino acid sequence, predict their binding affinity value. This is MHC class I binding data. (1) The peptide sequence is RAKWNNTLK. The MHC is HLA-A11:01 with pseudo-sequence HLA-A11:01. The binding affinity (normalized) is 0.516. (2) The MHC is H-2-Kb with pseudo-sequence H-2-Kb. The binding affinity (normalized) is 0.393. The peptide sequence is FSCMKMILL.